Dataset: NCI-60 drug combinations with 297,098 pairs across 59 cell lines. Task: Regression. Given two drug SMILES strings and cell line genomic features, predict the synergy score measuring deviation from expected non-interaction effect. (1) Drug 1: C1CCC(C1)C(CC#N)N2C=C(C=N2)C3=C4C=CNC4=NC=N3. Drug 2: CC1C(C(=O)NC(C(=O)N2CCCC2C(=O)N(CC(=O)N(C(C(=O)O1)C(C)C)C)C)C(C)C)NC(=O)C3=C4C(=C(C=C3)C)OC5=C(C(=O)C(=C(C5=N4)C(=O)NC6C(OC(=O)C(N(C(=O)CN(C(=O)C7CCCN7C(=O)C(NC6=O)C(C)C)C)C)C(C)C)C)N)C. Cell line: HCT-15. Synergy scores: CSS=-2.62, Synergy_ZIP=2.70, Synergy_Bliss=2.23, Synergy_Loewe=-0.0586, Synergy_HSA=-0.0264. (2) Drug 1: CN1C(=O)N2C=NC(=C2N=N1)C(=O)N. Drug 2: C1=CC=C(C(=C1)C(C2=CC=C(C=C2)Cl)C(Cl)Cl)Cl. Cell line: UO-31. Synergy scores: CSS=-0.759, Synergy_ZIP=-2.86, Synergy_Bliss=-1.63, Synergy_Loewe=-5.09, Synergy_HSA=-2.84. (3) Drug 1: CCC1=CC2CC(C3=C(CN(C2)C1)C4=CC=CC=C4N3)(C5=C(C=C6C(=C5)C78CCN9C7C(C=CC9)(C(C(C8N6C)(C(=O)OC)O)OC(=O)C)CC)OC)C(=O)OC.C(C(C(=O)O)O)(C(=O)O)O. Drug 2: CCCCC(=O)OCC(=O)C1(CC(C2=C(C1)C(=C3C(=C2O)C(=O)C4=C(C3=O)C=CC=C4OC)O)OC5CC(C(C(O5)C)O)NC(=O)C(F)(F)F)O. Cell line: HL-60(TB). Synergy scores: CSS=18.2, Synergy_ZIP=-1.07, Synergy_Bliss=-5.84, Synergy_Loewe=-13.0, Synergy_HSA=-4.62.